From a dataset of TCR-epitope binding with 47,182 pairs between 192 epitopes and 23,139 TCRs. Binary Classification. Given a T-cell receptor sequence (or CDR3 region) and an epitope sequence, predict whether binding occurs between them. (1) Result: 1 (the TCR binds to the epitope). The TCR CDR3 sequence is CATSTGLAGNHEQYF. The epitope is YVLDHLIVV. (2) The epitope is LLLGIGILV. The TCR CDR3 sequence is CASSDRLQQETQYF. Result: 0 (the TCR does not bind to the epitope).